Dataset: NCI-60 drug combinations with 297,098 pairs across 59 cell lines. Task: Regression. Given two drug SMILES strings and cell line genomic features, predict the synergy score measuring deviation from expected non-interaction effect. (1) Drug 1: CCN(CC)CCNC(=O)C1=C(NC(=C1C)C=C2C3=C(C=CC(=C3)F)NC2=O)C. Drug 2: CC1CCCC2(C(O2)CC(NC(=O)CC(C(C(=O)C(C1O)C)(C)C)O)C(=CC3=CSC(=N3)C)C)C. Cell line: RPMI-8226. Synergy scores: CSS=79.2, Synergy_ZIP=6.63, Synergy_Bliss=6.18, Synergy_Loewe=-8.17, Synergy_HSA=5.72. (2) Drug 1: C1CC(=O)NC(=O)C1N2CC3=C(C2=O)C=CC=C3N. Drug 2: C1CN(P(=O)(OC1)NCCCl)CCCl. Cell line: UACC-257. Synergy scores: CSS=-4.10, Synergy_ZIP=-0.271, Synergy_Bliss=-4.28, Synergy_Loewe=-3.96, Synergy_HSA=-4.80. (3) Drug 1: CN(C)N=NC1=C(NC=N1)C(=O)N. Drug 2: COCCOC1=C(C=C2C(=C1)C(=NC=N2)NC3=CC=CC(=C3)C#C)OCCOC.Cl. Cell line: RXF 393. Synergy scores: CSS=5.22, Synergy_ZIP=-1.22, Synergy_Bliss=0.255, Synergy_Loewe=-3.15, Synergy_HSA=0.317. (4) Drug 1: C1=NC2=C(N1)C(=S)N=C(N2)N. Drug 2: CC1=C2C(C(=O)C3(C(CC4C(C3C(C(C2(C)C)(CC1OC(=O)C(C(C5=CC=CC=C5)NC(=O)OC(C)(C)C)O)O)OC(=O)C6=CC=CC=C6)(CO4)OC(=O)C)O)C)O. Cell line: NCI/ADR-RES. Synergy scores: CSS=29.0, Synergy_ZIP=-11.7, Synergy_Bliss=-0.615, Synergy_Loewe=-1.58, Synergy_HSA=-1.44. (5) Drug 1: CC1OCC2C(O1)C(C(C(O2)OC3C4COC(=O)C4C(C5=CC6=C(C=C35)OCO6)C7=CC(=C(C(=C7)OC)O)OC)O)O. Drug 2: CN(C)C1=NC(=NC(=N1)N(C)C)N(C)C. Cell line: OVCAR-5. Synergy scores: CSS=21.2, Synergy_ZIP=2.13, Synergy_Bliss=10.5, Synergy_Loewe=-4.74, Synergy_HSA=7.12. (6) Drug 1: CCC1(C2=C(COC1=O)C(=O)N3CC4=CC5=C(C=CC(=C5CN(C)C)O)N=C4C3=C2)O.Cl. Cell line: SNB-19. Drug 2: CC12CCC3C(C1CCC2OP(=O)(O)O)CCC4=C3C=CC(=C4)OC(=O)N(CCCl)CCCl.[Na+]. Synergy scores: CSS=26.4, Synergy_ZIP=1.29, Synergy_Bliss=4.67, Synergy_Loewe=-21.7, Synergy_HSA=2.00.